From a dataset of Forward reaction prediction with 1.9M reactions from USPTO patents (1976-2016). Predict the product of the given reaction. (1) Given the reactants Br[C:2]1[CH:15]=[CH:14][C:13]2[C:4](=[C:5]([C:22]3[CH:27]=[CH:26][CH:25]=[CH:24][CH:23]=3)[C:6]3[C:11]([C:12]=2[C:16]2[CH:21]=[CH:20][CH:19]=[CH:18][CH:17]=2)=[CH:10][CH:9]=[CH:8][CH:7]=3)[CH:3]=1.C([Li])CCC.C[O:34][B:35](OC)[O:36]C, predict the reaction product. The product is: [C:16]1([C:12]2[C:11]3[C:6]([C:5]([C:4]4[CH:13]=[CH:14][CH:15]=[CH:2][CH:3]=4)=[C:22]4[C:23]=2[CH:24]=[C:25]([B:35]([OH:36])[OH:34])[CH:26]=[CH:27]4)=[CH:7][CH:8]=[CH:9][CH:10]=3)[CH:21]=[CH:20][CH:19]=[CH:18][CH:17]=1. (2) Given the reactants [NH:1]1[CH:5]=[CH:4][CH:3]=[CH:2]1.ClS([N:10]=[C:11]=O)(=O)=O.[CH3:13][N:14](C=O)C.[OH-].[Na+], predict the reaction product. The product is: [NH:1]1[CH:5]=[C:4]([C:13]#[N:14])[CH:3]=[C:2]1[C:11]#[N:10]. (3) Given the reactants [CH3:1][C:2]1[CH2:6][C:5]([CH3:7])=[C:4]([CH3:8])[C:3]=1[CH3:9].[Li]CCCC.[Cl:15][Si:16](Cl)([CH3:18])[CH3:17], predict the reaction product. The product is: [Cl:15][Si:16]([CH3:18])([CH3:17])[CH:6]1[C:5]([CH3:7])=[C:4]([CH3:8])[C:3]([CH3:9])=[C:2]1[CH3:1]. (4) Given the reactants [CH3:1][O:2][C:3]1[N:8]=[C:7](/[CH:9]=[CH:10]/[C:11]2[N:29]=[C:14]3[C@H:15]([C:19]4[CH:24]=[CH:23][CH:22]=[CH:21][C:20]=4[C:25]([F:28])([F:27])[F:26])[CH2:16][CH2:17][CH2:18][N:13]3[N:12]=2)[CH:6]=[CH:5][C:4]=1[N:30]1[CH:34]=[C:33]([CH3:35])[N:32]=[CH:31]1.[C:36]([C@H:39]([C@@H:41]([C:43]([O-:45])=[O:44])[OH:42])[OH:40])([O-:38])=[O:37].CCCCCCC, predict the reaction product. The product is: [C:36]([C@H:39]([C@@H:41]([C:43]([OH:45])=[O:44])[OH:42])[OH:40])([OH:38])=[O:37].[C:36]([C@H:39]([C@@H:41]([C:43]([OH:45])=[O:44])[OH:42])[OH:40])([OH:38])=[O:37].[CH3:1][O:2][C:3]1[N:8]=[C:7](/[CH:9]=[CH:10]/[C:11]2[N:29]=[C:14]3[C@H:15]([C:19]4[CH:24]=[CH:23][CH:22]=[CH:21][C:20]=4[C:25]([F:28])([F:27])[F:26])[CH2:16][CH2:17][CH2:18][N:13]3[N:12]=2)[CH:6]=[CH:5][C:4]=1[N:30]1[CH:34]=[C:33]([CH3:35])[N:32]=[CH:31]1. (5) Given the reactants [Cl:1][C:2]1[C:3]([C:27]([F:30])([F:29])[F:28])=[N:4][N:5]([CH2:8][C:9]([N:11]2[CH2:16][CH2:15][C:14]([C:20]3[CH:25]=[CH:24][C:23]([Cl:26])=[CH:22][CH:21]=3)([C:17]([OH:19])=O)[CH2:13][CH2:12]2)=[O:10])[C:6]=1[CH3:7].[CH3:31][N:32]1[CH2:37][CH2:36][NH:35][CH2:34][CH2:33]1.F[P-](F)(F)(F)(F)F.N1(O[P+](N(C)C)(N(C)C)N(C)C)C2C=CC=CC=2N=N1, predict the reaction product. The product is: [Cl:1][C:2]1[C:3]([C:27]([F:29])([F:28])[F:30])=[N:4][N:5]([CH2:8][C:9]([N:11]2[CH2:16][CH2:15][C:14]([C:20]3[CH:25]=[CH:24][C:23]([Cl:26])=[CH:22][CH:21]=3)([C:17]([N:35]3[CH2:36][CH2:37][N:32]([CH3:31])[CH2:33][CH2:34]3)=[O:19])[CH2:13][CH2:12]2)=[O:10])[C:6]=1[CH3:7]. (6) Given the reactants [CH2:1]([O:8][N:9]1[C:14]2[N:15]=[CH:16][N:17]=[C:18]([CH3:19])[C:13]=2[C:12]([NH:20]CC2C=CC(OC)=CC=2OC)=[CH:11][C:10]1=[O:32])[C:2]1[CH:7]=[CH:6][CH:5]=[CH:4][CH:3]=1.C(OCC)(=O)C.C(=O)(O)[O-].[Na+], predict the reaction product. The product is: [NH2:20][C:12]1[C:13]2[C:18]([CH3:19])=[N:17][CH:16]=[N:15][C:14]=2[N:9]([O:8][CH2:1][C:2]2[CH:7]=[CH:6][CH:5]=[CH:4][CH:3]=2)[C:10](=[O:32])[CH:11]=1.